From a dataset of M1 muscarinic receptor antagonist screen with 61,756 compounds. Binary Classification. Given a drug SMILES string, predict its activity (active/inactive) in a high-throughput screening assay against a specified biological target. (1) The compound is S(=O)(=O)(NCc1sccc1)c1sc(c(c1C(OC)=O)C)C(OC)=O. The result is 0 (inactive). (2) The compound is o1c2c(c3n(ncc3c1=O)CC(=O)Nc1c(N3CCN(CC3)C)cccc1)cc(cc2)C. The result is 1 (active). (3) The compound is o1c(C(=O)Nc2c3c4c(CCc4ccc3)cc2)ccc1. The result is 0 (inactive). (4) The drug is Clc1c(C(=O)N2CCC(CC2)C(=O)N)cc(S(=O)(=O)N2CCOCC2)c(Cl)c1. The result is 0 (inactive). (5) The molecule is s1c(NC(=O)c2nccnc2)nc(c1)C. The result is 0 (inactive). (6) The compound is S(=O)(=O)(N(CCc1ccccc1)CC(=O)NCc1cc2OCOc2cc1)C. The result is 0 (inactive). (7) The compound is O1CCN(CCCn2c(c(cc2C)C(OCC)=O)C)CC1. The result is 1 (active). (8) The drug is Clc1ccc(C2(O)CCN(CC2)C2CC(=O)NC2=O)cc1. The result is 0 (inactive).